From a dataset of Tyrosyl-DNA phosphodiesterase HTS with 341,365 compounds. Binary Classification. Given a drug SMILES string, predict its activity (active/inactive) in a high-throughput screening assay against a specified biological target. (1) The molecule is s1c(NC(=O)C(=O)NCc2ccc(C(C)C)cc2)ncc1. The result is 0 (inactive). (2) The result is 0 (inactive). The compound is O=c1n(c2c(c(=O)n1CCc1ccccc1)cccc2)Cc1c(cccc1)C. (3) The compound is FC(F)(F)c1c(NC(=O)CN(C(=O)c2ccc(N3C(=O)CCC3=O)cc2)CC)cccc1. The result is 0 (inactive). (4) The molecule is O=C/1C(C(CC(=O)C1=C\Nc1ccccc1)(C)C)C(OC)=O. The result is 0 (inactive). (5) The molecule is N1(\C(C(c2c1cccc2)(C)C)=C/C=N\c1ccc(N(C)C)cc1)C. The result is 0 (inactive).